This data is from Reaction yield outcomes from USPTO patents with 853,638 reactions. The task is: Predict the reaction yield, written as a fraction of the theoretical maximum amount of product (1.0 means a 100% yield; for example, 0.34 means a 34% yield). (1) The product is [F:13][C:3]1[C:4]([F:12])=[C:5]([C:21]2[S:20][CH:19]=[CH:23][CH:22]=2)[C:6]2[C:7]([C:2]=1[C:19]1[S:20][CH:21]=[CH:22][CH:23]=1)=[N:8][S:9][N:10]=2. The reactants are Br[C:2]1[C:7]2=[N:8][S:9][N:10]=[C:6]2[C:5](Br)=[C:4]([F:12])[C:3]=1[F:13].C([Sn](CCCC)(CCCC)[C:19]1[S:20][CH:21]=[CH:22][CH:23]=1)CCC. The yield is 0.930. The catalyst is C1C=CC([P]([Pd]([P](C2C=CC=CC=2)(C2C=CC=CC=2)C2C=CC=CC=2)([P](C2C=CC=CC=2)(C2C=CC=CC=2)C2C=CC=CC=2)[P](C2C=CC=CC=2)(C2C=CC=CC=2)C2C=CC=CC=2)(C2C=CC=CC=2)C2C=CC=CC=2)=CC=1.C1(C)C=CC=CC=1. (2) The product is [CH3:54][C:53]1[CH:55]=[CH:56][C:50]([S:33]([O:36][CH2:37][CH2:38][O:26][C:23]2[CH:24]=[CH:25][C:20]([N:17]3[CH2:18][CH2:19][N:14]([CH2:13][CH2:12][CH2:11][CH2:10][C:3]4[C:4]5[C:9](=[CH:8][CH:7]=[CH:6][CH:5]=5)[NH:1][CH:2]=4)[CH2:15][CH2:16]3)=[CH:21][CH:22]=2)(=[O:35])=[O:34])=[CH:51][CH:52]=1. The reactants are [NH:1]1[C:9]2[C:4](=[CH:5][CH:6]=[CH:7][CH:8]=2)[C:3]([CH2:10][CH2:11][CH2:12][CH2:13][N:14]2[CH2:19][CH2:18][N:17]([C:20]3[CH:25]=[CH:24][C:23]([OH:26])=[CH:22][CH:21]=3)[CH2:16][CH2:15]2)=[CH:2]1.C(=O)([O-])[O-].[Cs+].[Cs+].[S:33]([C:50]1[CH:56]=[CH:55][C:53]([CH3:54])=[CH:52][CH:51]=1)([O:36][CH2:37][CH2:38]OS(C1C=CC(C)=CC=1)(=O)=O)(=[O:35])=[O:34]. The catalyst is C(#N)C. The yield is 0.740. (3) The reactants are [NH2:1][C:2]1[C:7]([C:8]2[CH:13]=[CH:12][CH:11]=[C:10]([F:14])[CH:9]=2)=[C:6]([C:15](=[O:17])[CH3:16])[CH:5]=[C:4]([Cl:18])[C:3]=1[CH3:19].Cl[CH2:21][CH2:22][CH2:23][C:24](Cl)=[O:25].CC(C)([O-])C.[K+]. The catalyst is CN(C)C1C=CN=CC=1.O1CCCC1. The product is [C:15]([C:6]1[C:7]([C:8]2[CH:13]=[CH:12][CH:11]=[C:10]([F:14])[CH:9]=2)=[C:2]([N:1]2[CH2:21][CH2:22][CH2:23][C:24]2=[O:25])[C:3]([CH3:19])=[C:4]([Cl:18])[CH:5]=1)(=[O:17])[CH3:16]. The yield is 0.300. (4) The reactants are [CH3:1][C:2]1([CH3:31])[C:8](=[O:9])[NH:7][C:6]2[N:10]=[CH:11][C:12](/[CH:14]=[CH:15]/[C:16]([N:18]([CH3:30])[CH2:19][C:20]3[S:24][C:23]4[CH:25]=[CH:26][CH:27]=[CH:28][C:22]=4[C:21]=3[CH3:29])=[O:17])=[CH:13][C:5]=2[CH2:4][NH:3]1.[ClH:32]. The catalyst is C(Cl)Cl.CCOCC. The product is [ClH:32].[CH3:1][C:2]1([CH3:31])[C:8](=[O:9])[NH:7][C:6]2[N:10]=[CH:11][C:12](/[CH:14]=[CH:15]/[C:16]([N:18]([CH3:30])[CH2:19][C:20]3[S:24][C:23]4[CH:25]=[CH:26][CH:27]=[CH:28][C:22]=4[C:21]=3[CH3:29])=[O:17])=[CH:13][C:5]=2[CH2:4][NH:3]1. The yield is 0.960. (5) The reactants are [F:1][C:2]1[CH:7]=[CH:6][C:5]([S:8]([C:11]2[CH:12]=[CH:13][C:14](/[CH:17]=[CH:18]/[C:19]3[CH:24]=[CH:23][C:22]([F:25])=[CH:21][CH:20]=3)=[N:15][CH:16]=2)(=[O:10])=[O:9])=[CH:4][CH:3]=1.C(OCC)(=O)C.[H][H]. The catalyst is C(O)C.[Pd]. The product is [F:25][C:22]1[CH:21]=[CH:20][C:19]([CH2:18][CH2:17][C:14]2[CH:13]=[CH:12][C:11]([S:8]([C:5]3[CH:4]=[CH:3][C:2]([F:1])=[CH:7][CH:6]=3)(=[O:10])=[O:9])=[CH:16][N:15]=2)=[CH:24][CH:23]=1. The yield is 0.610. (6) The reactants are [CH2:1]([N:3]([CH2:15][CH3:16])[CH2:4][CH2:5][CH2:6][O:7][C:8]1[CH:13]=[CH:12][C:11]([NH2:14])=[CH:10][CH:9]=1)[CH3:2].[CH3:17][C:18]1[CH:26]=[CH:25][CH:24]=[C:23]2[C:19]=1[C:20](=[CH:28]O)[C:21](=[O:27])[NH:22]2. The catalyst is C1COCC1. The product is [CH2:15]([N:3]([CH2:1][CH3:2])[CH2:4][CH2:5][CH2:6][O:7][C:8]1[CH:9]=[CH:10][C:11]([NH:14][CH:28]=[C:20]2[C:19]3[C:23](=[CH:24][CH:25]=[CH:26][C:18]=3[CH3:17])[NH:22][C:21]2=[O:27])=[CH:12][CH:13]=1)[CH3:16]. The yield is 0.520.